From a dataset of Forward reaction prediction with 1.9M reactions from USPTO patents (1976-2016). Predict the product of the given reaction. (1) Given the reactants N[C@H:2](C(O)=O)C(C)C.[NH2:9][C@H:10]([C:15]([OH:17])=[O:16])[C@H:11]([CH2:13][CH3:14])C.N[C@H](C(O)=O)CCCNC(=N)N, predict the reaction product. The product is: [NH2:9][C@H:10]([C:15]([OH:17])=[O:16])[CH2:11][CH:13]([CH3:14])[CH3:2]. (2) Given the reactants [Cl:1][C:2]1[CH:7]=[CH:6][C:5]([Cl:8])=[CH:4][C:3]=1/[CH:9]=[CH:10]/[C:11]([C:13]1[CH:14]=[CH:15][C:16](=[O:20])[N:17]([CH3:19])[CH:18]=1)=[O:12].[CH3:21][S:22]([C:25]1[CH:30]=[CH:29][C:28](B(O)O)=[CH:27][CH:26]=1)(=[O:24])=[O:23].C(=O)([O-])O.[Na+], predict the reaction product. The product is: [Cl:1][C:2]1[CH:7]=[CH:6][C:5]([Cl:8])=[CH:4][C:3]=1[CH:9]([C:28]1[CH:29]=[CH:30][C:25]([S:22]([CH3:21])(=[O:24])=[O:23])=[CH:26][CH:27]=1)[CH2:10][C:11]([C:13]1[CH:14]=[CH:15][C:16](=[O:20])[N:17]([CH3:19])[CH:18]=1)=[O:12]. (3) Given the reactants [CH3:1][CH:2]1[N:15]2[C:6]([CH2:7][O:8][C:9]3[C:14]2=[CH:13][C:12]([N+:16]([O-])=O)=[C:11]([O:19][C:20]2[CH:25]=[CH:24][CH:23]=[CH:22][CH:21]=2)[CH:10]=3)=[N:5][NH:4][C:3]1=[O:26], predict the reaction product. The product is: [NH2:16][C:12]1[CH:13]=[C:14]2[C:9](=[CH:10][C:11]=1[O:19][C:20]1[CH:25]=[CH:24][CH:23]=[CH:22][CH:21]=1)[O:8][CH2:7][C:6]1[N:15]2[CH:2]([CH3:1])[C:3](=[O:26])[NH:4][N:5]=1. (4) Given the reactants [Br:1][C:2]1[CH:7]=[CH:6][C:5]([C:8](=[O:10])[CH3:9])=[CH:4][C:3]=1[F:11].Br.CS(C)=[O:15], predict the reaction product. The product is: [Br:1][C:2]1[CH:7]=[CH:6][C:5]([C:8](=[O:10])[CH:9]=[O:15])=[CH:4][C:3]=1[F:11]. (5) Given the reactants [F:1][C:2]1[CH:7]=[CH:6][CH:5]=[CH:4][C:3]=1[OH:8].[OH-].[Na+].[I:11]I.CCOC(C)=O, predict the reaction product. The product is: [F:1][C:2]1[CH:7]=[C:6]([I:11])[CH:5]=[CH:4][C:3]=1[OH:8]. (6) Given the reactants [C:1]1([OH:7])[CH:6]=[CH:5][CH:4]=[CH:3][CH:2]=1.[H-].[Na+].Br[C:11]1[CH:12]=[CH:13][C:14]([N+:17]([O-:19])=[O:18])=[N:15][CH:16]=1.[Na+].[Cl-], predict the reaction product. The product is: [N+:17]([C:14]1[CH:13]=[CH:12][C:11]([O:7][C:1]2[CH:6]=[CH:5][CH:4]=[CH:3][CH:2]=2)=[CH:16][N:15]=1)([O-:19])=[O:18]. (7) Given the reactants [Cl:1][C:2]1[C:7]([NH2:8])=[C:6](Cl)[N:5]=[CH:4][N:3]=1.[CH3:10][C:11]([CH3:14])([O-:13])[CH3:12].[Na+].I[CH2:17][CH2:18][CH2:19][CH3:20].C([O-])(O)=O.[Na+], predict the reaction product. The product is: [C:11]([O:13][C:6]1[C:7]([NH:8][CH2:17][CH2:18][CH2:19][CH3:20])=[C:2]([Cl:1])[N:3]=[CH:4][N:5]=1)([CH3:14])([CH3:12])[CH3:10]. (8) Given the reactants [C:1]1([NH2:8])[CH:6]=[CH:5][CH:4]=[C:3]([NH2:7])[CH:2]=1.C([Li])CCC.Cl[C:15]1[C:19]2[CH:20]=[CH:21][CH:22]=[CH:23][C:18]=2[O:17][N:16]=1.C(OCC)(=O)C, predict the reaction product. The product is: [O:17]1[C:18]2[CH:23]=[CH:22][CH:21]=[CH:20][C:19]=2[C:15]([NH:7][C:3]2[CH:4]=[CH:5][CH:6]=[C:1]([NH2:8])[CH:2]=2)=[N:16]1. (9) Given the reactants [CH2:1]([C:3]1[CH:18]=[C:17]([C:19]2[CH:24]=[CH:23][CH:22]=[CH:21][CH:20]=2)[C:16]([O:25][CH2:26][C:27]2[CH:32]=[CH:31][CH:30]=[CH:29][CH:28]=2)=[CH:15][C:4]=1[O:5][CH2:6][CH2:7][CH2:8][CH2:9][C:10]([CH3:14])([CH3:13])[CH2:11][NH2:12])[CH3:2].C(N(CC)CC)C.[CH3:40][C:41]([O:44][C:45]([CH2:47][C@H:48]([NH:59][C:60]([O:62][C:63]([CH3:66])([CH3:65])[CH3:64])=[O:61])[C:49](ON1C(=O)CCC1=O)=[O:50])=[O:46])([CH3:43])[CH3:42], predict the reaction product. The product is: [C:63]([O:62][C:60]([NH:59][CH:48]([C:49](=[O:50])[NH:12][CH2:11][C:10]([CH3:14])([CH3:13])[CH2:9][CH2:8][CH2:7][CH2:6][O:5][C:4]1[CH:15]=[C:16]([O:25][CH2:26][C:27]2[CH:32]=[CH:31][CH:30]=[CH:29][CH:28]=2)[C:17]([C:19]2[CH:20]=[CH:21][CH:22]=[CH:23][CH:24]=2)=[CH:18][C:3]=1[CH2:1][CH3:2])[CH2:47][C:45]([O:44][C:41]([CH3:43])([CH3:42])[CH3:40])=[O:46])=[O:61])([CH3:65])([CH3:64])[CH3:66].